Dataset: Full USPTO retrosynthesis dataset with 1.9M reactions from patents (1976-2016). Task: Predict the reactants needed to synthesize the given product. (1) Given the product [C:1]1([S:7]([N:10]2[CH2:15][CH2:14][CH2:13][C@@H:12]([C:16]([N:19]3[CH2:23][CH2:22][CH:21]([C:24]4[CH:25]=[N:26][CH:27]=[CH:28][CH:29]=4)[CH2:20]3)=[O:18])[CH2:11]2)(=[O:8])=[O:9])[CH:2]=[CH:3][CH:4]=[CH:5][CH:6]=1, predict the reactants needed to synthesize it. The reactants are: [C:1]1([S:7]([N:10]2[CH2:15][CH2:14][CH2:13][C@@H:12]([C:16]([OH:18])=O)[CH2:11]2)(=[O:9])=[O:8])[CH:6]=[CH:5][CH:4]=[CH:3][CH:2]=1.[NH:19]1[CH2:23][CH2:22][CH:21]([C:24]2[CH:25]=[N:26][CH:27]=[CH:28][CH:29]=2)[CH2:20]1.F[P-](F)(F)(F)(F)F.N1(O[P+](N(C)C)(N(C)C)N(C)C)C2C=CC=CC=2N=N1.C(N(CC)C(C)C)(C)C. (2) Given the product [CH2:20]([N:8]1[CH2:9][CH2:10][N:11]([CH2:13][C:14]2[CH:19]=[CH:18][CH:17]=[CH:16][CH:15]=2)[CH2:12][C@@H:7]1[CH2:6][N:33]1[CH2:32][CH2:31][NH:30][C:29](=[O:34])[C:28]1([CH3:35])[CH3:27])[C:21]1[CH:22]=[CH:23][CH:24]=[CH:25][CH:26]=1, predict the reactants needed to synthesize it. The reactants are: CS(O[CH2:6][C@H:7]1[CH2:12][N:11]([CH2:13][C:14]2[CH:19]=[CH:18][CH:17]=[CH:16][CH:15]=2)[CH2:10][CH2:9][N:8]1[CH2:20][C:21]1[CH:26]=[CH:25][CH:24]=[CH:23][CH:22]=1)(=O)=O.[CH3:27][C:28]1([CH3:35])[NH:33][CH2:32][CH2:31][NH:30][C:29]1=[O:34].C(=O)([O-])[O-].[K+].[K+].[NH4+].[Cl-].O. (3) Given the product [Cl:1][C:2]1[CH:3]=[C:4]2[C:8](=[CH:9][CH:10]=1)[NH:7][CH:6]=[C:5]2[CH2:11][CH2:12][NH:13][C:14](=[O:23])[C:15]1[CH:20]=[CH:19][C:18]([CH2:21][C:26]2[CH:27]=[CH:28][O:24][CH:25]=2)=[CH:17][CH:16]=1, predict the reactants needed to synthesize it. The reactants are: [Cl:1][C:2]1[CH:3]=[C:4]2[C:8](=[CH:9][CH:10]=1)[NH:7][CH:6]=[C:5]2[CH2:11][CH2:12][NH:13][C:14](=[O:23])[C:15]1[CH:20]=[CH:19][C:18]([CH2:21]Cl)=[CH:17][CH:16]=1.[O:24]1[CH:28]=[CH:27][C:26](B(O)O)=[CH:25]1.ClCCl.C(=O)([O-])[O-].[Na+].[Na+].[I-].[Na+]. (4) Given the product [OH:1][C:2]1[NH:3][C:4]2[C:9]([C:10]=1[C:14]1[CH:15]=[CH:16][C:17]([CH2:21][N:22]3[CH2:27][CH2:26][NH:25][C:24](=[O:28])[CH2:23]3)=[CH:18][N+:19]=1[O-:20])=[CH:8][CH:7]=[C:6]([C:11]#[N:12])[CH:5]=2, predict the reactants needed to synthesize it. The reactants are: [O:1]=[C:2]1[CH2:10][C:9]2[C:4](=[CH:5][C:6]([C:11]#[N:12])=[CH:7][CH:8]=2)[NH:3]1.Cl[C:14]1[N+:19]([O-:20])=[CH:18][C:17]([CH2:21][N:22]2[CH2:27][CH2:26][NH:25][C:24](=[O:28])[CH2:23]2)=[CH:16][CH:15]=1.[H-].[Na+]. (5) Given the product [Br:26][C:5]1[C:6]([C:7]([NH:9][CH2:10][CH2:11][CH2:12][CH2:13][CH2:14][CH2:15][C:16]([O:18][CH3:19])=[O:17])=[O:8])=[C:2]([CH3:1])[O:3][C:4]=1[C:20]1[CH:21]=[CH:22][CH:23]=[CH:24][CH:25]=1, predict the reactants needed to synthesize it. The reactants are: [CH3:1][C:2]1[O:3][C:4]([C:20]2[CH:25]=[CH:24][CH:23]=[CH:22][CH:21]=2)=[CH:5][C:6]=1[C:7]([NH:9][CH2:10][CH2:11][CH2:12][CH2:13][CH2:14][CH2:15][C:16]([O:18][CH3:19])=[O:17])=[O:8].[Br:26]N1C(=O)CCC1=O. (6) Given the product [CH:1]1([C:4]2[CH:5]=[C:6]3[C:10](=[C:11]([CH:13]([O:15][CH2:16][C:17]4([C:23]5[CH:24]=[CH:25][C:26]([F:29])=[CH:27][CH:28]=5)[CH2:22][CH2:21][N:20]([CH3:30])[CH2:19][CH2:18]4)[CH3:14])[CH:12]=2)[NH:9][N:8]=[CH:7]3)[CH2:3][CH2:2]1, predict the reactants needed to synthesize it. The reactants are: [CH:1]1([C:4]2[CH:5]=[C:6]3[C:10](=[C:11]([CH:13]([O:15][CH2:16][C:17]4([C:23]5[CH:28]=[CH:27][C:26]([F:29])=[CH:25][CH:24]=5)[CH2:22][CH2:21][NH:20][CH2:19][CH2:18]4)[CH3:14])[CH:12]=2)[NH:9][N:8]=[CH:7]3)[CH2:3][CH2:2]1.[C:30]([BH3-])#N.[Na+].C=O.C(O)(=O)C. (7) Given the product [CH2:1]([N:8]1[C@H:13]2[CH2:14][CH2:15][C@:9]1([C:17]1[CH:18]=[CH:19][C:20]([F:23])=[CH:21][CH:22]=1)[C@H:10]([C:36](=[O:37])[C:35]1[CH:34]=[C:33]([C:32]([F:47])([F:46])[F:31])[CH:41]=[C:40]([C:42]([F:45])([F:44])[F:43])[CH:39]=1)[CH2:11][CH2:12]2)[C:2]1[CH:3]=[CH:4][CH:5]=[CH:6][CH:7]=1, predict the reactants needed to synthesize it. The reactants are: [CH2:1]([N:8]1[C@@H:13]2[CH2:14][CH2:15][C@@:9]1([C:17]1[CH:22]=[CH:21][C:20]([F:23])=[CH:19][CH:18]=1)[C@H:10](O)[CH2:11][CH2:12]2)[C:2]1[CH:7]=[CH:6][CH:5]=[CH:4][CH:3]=1.C(N(CC)CC)C.[F:31][C:32]([F:47])([F:46])[C:33]1[CH:34]=[C:35]([CH:39]=[C:40]([C:42]([F:45])([F:44])[F:43])[CH:41]=1)[C:36](Cl)=[O:37].O.